From a dataset of Reaction yield outcomes from USPTO patents with 853,638 reactions. Predict the reaction yield, written as a fraction of the theoretical maximum amount of product (1.0 means a 100% yield; for example, 0.34 means a 34% yield). (1) The reactants are [CH2:1]([O:3][C:4](=[O:33])[CH:5]=[C:6]([N:13]1[C:21]2[C:16](=[CH:17][C:18]([O:22][CH2:23][CH2:24][O:25]CC3C=CC=CC=3)=[CH:19][CH:20]=2)[CH:15]=[CH:14]1)[C:7]1[CH:12]=[CH:11][CH:10]=[CH:9][CH:8]=1)[CH3:2]. The catalyst is C(OCC)(=O)C.CO.[Pd]. The product is [CH2:1]([O:3][C:4](=[O:33])[CH2:5][CH:6]([N:13]1[C:21]2[C:16](=[CH:17][C:18]([O:22][CH2:23][CH2:24][OH:25])=[CH:19][CH:20]=2)[CH:15]=[CH:14]1)[C:7]1[CH:8]=[CH:9][CH:10]=[CH:11][CH:12]=1)[CH3:2]. The yield is 0.800. (2) The reactants are [Cl:1][C:2]1[C:6]([N+:7]([O-])=O)=[CH:5][N:4]([C:10]2[CH:11]=[N:12][CH:13]=[CH:14][CH:15]=2)[N:3]=1. The catalyst is [Pd].CO. The product is [Cl:1][C:2]1[C:6]([NH2:7])=[CH:5][N:4]([C:10]2[CH:11]=[N:12][CH:13]=[CH:14][CH:15]=2)[N:3]=1. The yield is 0.950. (3) The reactants are [NH2:1][CH2:2][C:3]1[C:4]([F:22])=[C:5]([O:10][C:11]2[CH:12]=[C:13]([CH:16]=[C:17]([C:19]([CH3:21])=[CH2:20])[CH:18]=2)[C:14]#[N:15])[C:6]([Cl:9])=[CH:7][CH:8]=1.[Cl:23][C:24]1[N:25]=[CH:26][NH:27][C:28]=1[C:29](O)=[O:30].CCN(C(C)C)C(C)C.C(Cl)CCl. The catalyst is C1COCC1. The product is [Cl:23][C:24]1[N:25]=[CH:26][NH:27][C:28]=1[C:29]([NH:1][CH2:2][C:3]1[CH:8]=[CH:7][C:6]([Cl:9])=[C:5]([O:10][C:11]2[CH:18]=[C:17]([C:19]([CH3:21])=[CH2:20])[CH:16]=[C:13]([C:14]#[N:15])[CH:12]=2)[C:4]=1[F:22])=[O:30]. The yield is 0.136. (4) The reactants are [CH:1]1([N:6]2[C:11]3[N:12]=[C:13](S(C)(=O)=O)[N:14]=[C:15]([CH3:16])[C:10]=3[CH:9]=[C:8]([C:21]3[CH:22]=[N:23][N:24]([CH2:26][CH2:27][O:28]COC)[CH:25]=3)[C:7]2=[O:32])[CH2:5][CH2:4][CH2:3][CH2:2]1.[NH4+:33]. The catalyst is O1CCOCC1.[Cl-].[Na+].O. The product is [NH2:33][C:13]1[N:14]=[C:15]([CH3:16])[C:10]2[CH:9]=[C:8]([C:21]3[CH:22]=[N:23][N:24]([CH2:26][CH2:27][OH:28])[CH:25]=3)[C:7](=[O:32])[N:6]([CH:1]3[CH2:5][CH2:4][CH2:3][CH2:2]3)[C:11]=2[N:12]=1. The yield is 0.540. (5) The reactants are [CH:1]([B-](F)(F)F)=[CH2:2].[K+].O1CCOCC1.Br[C:15]1[N:16]=[C:17]([C:33]2[CH:38]=[CH:37][N:36]=[CH:35][CH:34]=2)[S:18][C:19]=1[C:20]1[N:24]=[CH:23][N:22]([CH2:25][O:26][CH2:27][CH2:28][Si:29]([CH3:32])([CH3:31])[CH3:30])[N:21]=1.C(=O)([O-])[O-].[Na+].[Na+]. The catalyst is C1C=CC([P]([Pd]([P](C2C=CC=CC=2)(C2C=CC=CC=2)C2C=CC=CC=2)([P](C2C=CC=CC=2)(C2C=CC=CC=2)C2C=CC=CC=2)[P](C2C=CC=CC=2)(C2C=CC=CC=2)C2C=CC=CC=2)(C2C=CC=CC=2)C2C=CC=CC=2)=CC=1.CCOC(C)=O.O. The product is [CH3:30][Si:29]([CH3:32])([CH3:31])[CH2:28][CH2:27][O:26][CH2:25][N:22]1[CH:23]=[N:24][C:20]([C:19]2[S:18][C:17]([C:33]3[CH:34]=[CH:35][N:36]=[CH:37][CH:38]=3)=[N:16][C:15]=2[CH:1]=[CH2:2])=[N:21]1. The yield is 0.810. (6) The reactants are [Cl:1][C:2]1[CH:3]=[C:4]([CH:9]([C:24]([F:27])([F:26])[F:25])/[CH:10]=[CH:11]/[C:12]2[CH:22]=[CH:21][C:15]([C:16]([O:18]CC)=[O:17])=[C:14]([CH3:23])[CH:13]=2)[CH:5]=[C:6]([Cl:8])[CH:7]=1.Cl. The catalyst is O1CCOCC1. The product is [Cl:1][C:2]1[CH:3]=[C:4]([CH:9]([C:24]([F:27])([F:25])[F:26])/[CH:10]=[CH:11]/[C:12]2[CH:22]=[CH:21][C:15]([C:16]([OH:18])=[O:17])=[C:14]([CH3:23])[CH:13]=2)[CH:5]=[C:6]([Cl:8])[CH:7]=1. The yield is 0.500.